Dataset: Peptide-MHC class I binding affinity with 185,985 pairs from IEDB/IMGT. Task: Regression. Given a peptide amino acid sequence and an MHC pseudo amino acid sequence, predict their binding affinity value. This is MHC class I binding data. (1) The binding affinity (normalized) is 1.00. The MHC is HLA-C08:02 with pseudo-sequence HLA-C08:02. The peptide sequence is YLDAIQQPV. (2) The peptide sequence is NIQKITVFNK. The MHC is HLA-A31:01 with pseudo-sequence HLA-A31:01. The binding affinity (normalized) is 0.874. (3) The peptide sequence is HFKKRFSTL. The MHC is HLA-A26:03 with pseudo-sequence HLA-A26:03. The binding affinity (normalized) is 0.0847. (4) The MHC is HLA-B07:02 with pseudo-sequence HLA-B07:02. The peptide sequence is NQQVTNSKY. The binding affinity (normalized) is 0.0847. (5) The peptide sequence is IRANNNRLP. The MHC is HLA-A11:01 with pseudo-sequence HLA-A11:01. The binding affinity (normalized) is 0.